Task: Regression. Given a peptide amino acid sequence and an MHC pseudo amino acid sequence, predict their binding affinity value. This is MHC class I binding data.. Dataset: Peptide-MHC class I binding affinity with 185,985 pairs from IEDB/IMGT (1) The peptide sequence is RSNDTELNY. The MHC is HLA-A69:01 with pseudo-sequence HLA-A69:01. The binding affinity (normalized) is 0.0847. (2) The peptide sequence is RDYVDRFFKTL. The MHC is HLA-A23:01 with pseudo-sequence HLA-A23:01. The binding affinity (normalized) is 0.438. (3) The peptide sequence is ASMDNTSPM. The MHC is HLA-A32:07 with pseudo-sequence HLA-A32:07. The binding affinity (normalized) is 0.695. (4) The peptide sequence is EIYRTLYGL. The MHC is HLA-A11:01 with pseudo-sequence HLA-A11:01. The binding affinity (normalized) is 0.0847. (5) The peptide sequence is LLLYQTFGRK. The MHC is HLA-A31:01 with pseudo-sequence HLA-A31:01. The binding affinity (normalized) is 0.195. (6) The peptide sequence is DEVVYTHGA. The MHC is HLA-A03:01 with pseudo-sequence HLA-A03:01. The binding affinity (normalized) is 0.0847. (7) The peptide sequence is QRKKTGKPSI. The MHC is HLA-A30:01 with pseudo-sequence HLA-A30:01. The binding affinity (normalized) is 0.348.